Dataset: Forward reaction prediction with 1.9M reactions from USPTO patents (1976-2016). Task: Predict the product of the given reaction. (1) Given the reactants [NH2:1][C:2]1[N:6]([C:7]2[CH:12]=[C:11]([S:13][CH2:14][C:15]([F:18])([F:17])[F:16])[C:10]([CH3:19])=[CH:9][C:8]=2[F:20])[N:5]=[C:4]([O:21][CH2:22][C:23]([F:29])([F:28])[C:24]([F:27])([F:26])[F:25])[CH:3]=1.[Br:30]N1C(=O)CCC1=O, predict the reaction product. The product is: [NH2:1][C:2]1[N:6]([C:7]2[CH:12]=[C:11]([S:13][CH2:14][C:15]([F:16])([F:17])[F:18])[C:10]([CH3:19])=[CH:9][C:8]=2[F:20])[N:5]=[C:4]([O:21][CH2:22][C:23]([F:28])([F:29])[C:24]([F:25])([F:27])[F:26])[C:3]=1[Br:30]. (2) Given the reactants [Cl:1][C:2]1[N:3]=[C:4]([NH:13][C:14]2[CH:15]=[N:16][N:17]([CH:19]3[CH2:24][CH2:23][NH:22][CH2:21][CH2:20]3)[CH:18]=2)[C:5]([C:10]([NH2:12])=[O:11])=[N:6][C:7]=1[CH2:8][CH3:9].C(N(C(C)C)CC)(C)C.[F:34][C:35]([F:46])([F:45])[CH2:36]OS(C(F)(F)F)(=O)=O, predict the reaction product. The product is: [Cl:1][C:2]1[N:3]=[C:4]([NH:13][C:14]2[CH:15]=[N:16][N:17]([CH:19]3[CH2:24][CH2:23][N:22]([CH2:36][C:35]([F:46])([F:45])[F:34])[CH2:21][CH2:20]3)[CH:18]=2)[C:5]([C:10]([NH2:12])=[O:11])=[N:6][C:7]=1[CH2:8][CH3:9].